Task: Predict the reaction yield, written as a fraction of the theoretical maximum amount of product (1.0 means a 100% yield; for example, 0.34 means a 34% yield).. Dataset: Reaction yield outcomes from USPTO patents with 853,638 reactions (1) The reactants are [Si:1]([O:8][CH2:9][C:10]1([CH3:38])[S:16][CH2:15][CH2:14][N:13]2[C:17]([C:20]3([C:23]4[CH:28]=[CH:27][C:26](B5OC(C)(C)C(C)(C)O5)=[CH:25][CH:24]=4)[CH2:22][CH2:21]3)=[N:18][N:19]=[C:12]2[CH2:11]1)([C:4]([CH3:7])([CH3:6])[CH3:5])([CH3:3])[CH3:2].Br[C:40]1[CH:45]=[CH:44][CH:43]=[CH:42][N:41]=1.C(=O)([O-])[O-].[K+].[K+]. The catalyst is C(COC)OC.O.C1C=CC([P]([Pd]([P](C2C=CC=CC=2)(C2C=CC=CC=2)C2C=CC=CC=2)([P](C2C=CC=CC=2)(C2C=CC=CC=2)C2C=CC=CC=2)[P](C2C=CC=CC=2)(C2C=CC=CC=2)C2C=CC=CC=2)(C2C=CC=CC=2)C2C=CC=CC=2)=CC=1. The product is [Si:1]([O:8][CH2:9][C:10]1([CH3:38])[S:16][CH2:15][CH2:14][N:13]2[C:17]([C:20]3([C:23]4[CH:28]=[CH:27][C:26]([C:40]5[CH:45]=[CH:44][CH:43]=[CH:42][N:41]=5)=[CH:25][CH:24]=4)[CH2:22][CH2:21]3)=[N:18][N:19]=[C:12]2[CH2:11]1)([C:4]([CH3:7])([CH3:6])[CH3:5])([CH3:3])[CH3:2]. The yield is 0.680. (2) The product is [CH3:10][C:2]1[CH:7]=[CH:6][CH:5]=[CH:4][C:3]=1[N:8]1[C:24]([C:25]2[CH:30]=[CH:29][CH:28]=[CH:27][CH:26]=2)=[N:23][CH:22]=[N:9]1. The yield is 0.570. The catalyst is O.C(O)(=O)C. The reactants are Cl.[C:2]1([CH3:10])[CH:7]=[CH:6][CH:5]=[CH:4][C:3]=1[NH:8][NH2:9].O1CCOCC1.[OH-].[Na+].CN([CH:22]=[N:23][C:24](=O)[C:25]1[CH:30]=[CH:29][CH:28]=[CH:27][CH:26]=1)C. (3) The reactants are [Br:1][C:2]1[CH:3]=[C:4]([NH:9][C:10]([NH2:12])=[S:11])[CH:5]=[C:6]([Br:8])[CH:7]=1.BrBr.N. The catalyst is C(Cl)(Cl)Cl.O. The product is [Br:1][C:2]1[CH:7]=[C:6]([Br:8])[C:5]2[S:11][C:10]([NH2:12])=[N:9][C:4]=2[CH:3]=1. The yield is 0.980. (4) The product is [Cl:17][C:6]1[CH:5]=[N:4][CH:3]=[C:2]([C:22]2[CH:23]=[N:18][CH:19]=[N:20][CH:21]=2)[C:7]=1[N:8]1[CH2:13][CH2:12][CH:11]([C:14]([NH2:16])=[O:15])[CH2:10][CH2:9]1. The reactants are Cl[C:2]1[CH:3]=[N:4][CH:5]=[C:6]([Cl:17])[C:7]=1[N:8]1[CH2:13][CH2:12][CH:11]([C:14]([NH2:16])=[O:15])[CH2:10][CH2:9]1.[N:18]1[CH:23]=[C:22](B(O)O)[CH:21]=[N:20][CH:19]=1.C(=O)([O-])[O-].[Na+].[Na+]. The catalyst is C1C=CC([P]([Pd]([P](C2C=CC=CC=2)(C2C=CC=CC=2)C2C=CC=CC=2)([P](C2C=CC=CC=2)(C2C=CC=CC=2)C2C=CC=CC=2)[P](C2C=CC=CC=2)(C2C=CC=CC=2)C2C=CC=CC=2)(C2C=CC=CC=2)C2C=CC=CC=2)=CC=1.C(#N)C. The yield is 0.950. (5) The reactants are [C:1]([CH:5]1[CH2:14][CH2:13][C:12]2[N:11]=[C:10]3[S:15][C:16]([S:19]([CH3:22])(=[O:21])=[O:20])=[C:17](N)[C:9]3=[CH:8][C:7]=2[CH2:6]1)([CH3:4])([CH3:3])[CH3:2].P(=O)(O)(O)[OH:24]. No catalyst specified. The product is [C:1]([CH:5]1[CH2:14][CH2:13][C:12]2[N:11]=[C:10]3[S:15][C:16]([S:19]([CH3:22])(=[O:21])=[O:20])=[C:17]([OH:24])[C:9]3=[CH:8][C:7]=2[CH2:6]1)([CH3:4])([CH3:3])[CH3:2]. The yield is 1.00. (6) The reactants are [C:1](OC)(=[O:6])[CH2:2][C:3]([CH3:5])=[O:4].[H-].[Na+].[Li]CCCC.[C:16]1([CH2:22][CH2:23][C:24]([CH:26]2[CH2:30][CH2:29][CH2:28][CH2:27]2)=[O:25])[CH2:21][CH2:20][CH2:19][CH2:18][CH:17]=1.C(=O)([O-])[O-].[K+].[K+]. The catalyst is C1COCC1. The product is [C:16]1([CH2:22][CH2:23][C:24]2([CH:26]3[CH2:30][CH2:29][CH2:28][CH2:27]3)[O:25][C:1](=[O:6])[CH2:2][C:3](=[O:4])[CH2:5]2)[CH2:21][CH2:20][CH2:19][CH2:18][CH:17]=1. The yield is 0.400. (7) The reactants are Cl[C:2]1[N:3]=[N+:4]([O-:12])[C:5]2[CH:11]=[CH:10][CH:9]=[CH:8][C:6]=2[N:7]=1.[NH2:13][CH2:14][CH2:15][O:16][CH2:17][CH2:18][OH:19].CCN(CC)CC. The catalyst is C(Cl)Cl. The product is [OH:19][CH2:18][CH2:17][O:16][CH2:15][CH2:14][NH:13][C:2]1[N:3]=[N+:4]([O-:12])[C:5]2[CH:11]=[CH:10][CH:9]=[CH:8][C:6]=2[N:7]=1. The yield is 0.630. (8) The reactants are [Cl:1][C:2]1[CH:10]=[C:9]([N:11]2[CH2:16][CH2:15][O:14][CH2:13][S:12]2(=[O:18])=[O:17])[CH:8]=[CH:7][C:3]=1[C:4]([OH:6])=O.[Cl:19][C:20]1[CH:26]=[CH:25][C:23]([NH2:24])=[CH:22][C:21]=1[C:27]1[CH:32]=[CH:31][CH:30]=[CH:29][N:28]=1.CN(C(ON1N=NC2C=CC=NC1=2)=[N+](C)C)C.F[P-](F)(F)(F)(F)F.CCN(C(C)C)C(C)C. The catalyst is CN(C=O)C.CCOC(C)=O. The product is [Cl:1][C:2]1[CH:10]=[C:9]([N:11]2[CH2:16][CH2:15][O:14][CH2:13][S:12]2(=[O:18])=[O:17])[CH:8]=[CH:7][C:3]=1[C:4]([NH:24][C:23]1[CH:25]=[CH:26][C:20]([Cl:19])=[C:21]([C:27]2[CH:32]=[CH:31][CH:30]=[CH:29][N:28]=2)[CH:22]=1)=[O:6]. The yield is 0.230. (9) The reactants are [Cl:1][C:2]1[CH:3]=[C:4]([CH:7]=[CH:8][C:9]=1[CH3:10])[C:5]#[N:6].C1C(=O)N([Br:18])C(=O)C1. The catalyst is C(Cl)(Cl)(Cl)Cl.N(C(C)(C)C#N)=NC(C)(C)C#N. The product is [Br:18][CH2:10][C:9]1[CH:8]=[CH:7][C:4]([C:5]#[N:6])=[CH:3][C:2]=1[Cl:1]. The yield is 0.680. (10) The reactants are C([O:3][C:4](=[O:35])[CH2:5][CH2:6][C:7]1[CH:12]=[CH:11][CH:10]=[C:9]([N:13]2[C:17]([NH:18][C:19]([C:21]3[N:22]=[CH:23][C:24]4[C:29]([CH:30]=3)=[CH:28][CH:27]=[CH:26][CH:25]=4)=[O:20])=[CH:16][C:15]([C:31]([CH3:34])([CH3:33])[CH3:32])=[N:14]2)[CH:8]=1)C.[Li+].[OH-]. The catalyst is CO. The product is [C:31]([C:15]1[CH:16]=[C:17]([NH:18][C:19]([C:21]2[N:22]=[CH:23][C:24]3[C:29]([CH:30]=2)=[CH:28][CH:27]=[CH:26][CH:25]=3)=[O:20])[N:13]([C:9]2[CH:8]=[C:7]([CH2:6][CH2:5][C:4]([OH:35])=[O:3])[CH:12]=[CH:11][CH:10]=2)[N:14]=1)([CH3:34])([CH3:32])[CH3:33]. The yield is 0.880.